The task is: Regression. Given a peptide amino acid sequence and an MHC pseudo amino acid sequence, predict their binding affinity value. This is MHC class I binding data.. This data is from Peptide-MHC class I binding affinity with 185,985 pairs from IEDB/IMGT. (1) The MHC is HLA-A03:01 with pseudo-sequence HLA-A03:01. The peptide sequence is GQFLSFASL. The binding affinity (normalized) is 0.0847. (2) The peptide sequence is PFVSCQRGYR. The MHC is Patr-A0101 with pseudo-sequence Patr-A0101. The binding affinity (normalized) is 0.406. (3) The peptide sequence is KYPITADKRI. The MHC is HLA-A24:02 with pseudo-sequence HLA-A24:02. The binding affinity (normalized) is 0.262. (4) The peptide sequence is QSDIAGAIH. The MHC is HLA-A26:01 with pseudo-sequence HLA-A26:01. The binding affinity (normalized) is 0.0847. (5) The peptide sequence is SMYTRLRQDT. The MHC is HLA-A02:01 with pseudo-sequence HLA-A02:01. The binding affinity (normalized) is 0.0387.